Dataset: Forward reaction prediction with 1.9M reactions from USPTO patents (1976-2016). Task: Predict the product of the given reaction. (1) Given the reactants [CH2:1]([O:3][C:4]([C:6]1[C:7](=[O:23])[N:8]([C:17]2[CH:22]=[CH:21][CH:20]=[CH:19][CH:18]=2)[C:9]2[C:14]([C:15]=1O)=[CH:13][CH:12]=[CH:11][CH:10]=2)=[O:5])[CH3:2].O=P(Cl)(Cl)[Cl:26], predict the reaction product. The product is: [CH2:1]([O:3][C:4]([C:6]1[C:7](=[O:23])[N:8]([C:17]2[CH:22]=[CH:21][CH:20]=[CH:19][CH:18]=2)[C:9]2[C:14]([C:15]=1[Cl:26])=[CH:13][CH:12]=[CH:11][CH:10]=2)=[O:5])[CH3:2]. (2) Given the reactants [CH:1]1([CH2:4][C:5]([N:7]2[CH2:11][C@H:10]([C:12]3[N:16]4[C:17]5[CH:23]=[CH:22][N:21](S(C6C=CC(C)=CC=6)(=O)=O)[C:18]=5[N:19]=[CH:20][C:15]4=[N:14][CH:13]=3)[C@H:9]([CH3:34])[CH2:8]2)=[O:6])[CH2:3][CH2:2]1.[OH-].[Na+], predict the reaction product. The product is: [CH:23]1[C:17]2[N:16]3[C:12]([C@@H:10]4[C@H:9]([CH3:34])[CH2:8][N:7]([C:5](=[O:6])[CH2:4][CH:1]5[CH2:3][CH2:2]5)[CH2:11]4)=[CH:13][N:14]=[C:15]3[CH:20]=[N:19][C:18]=2[NH:21][CH:22]=1.